From a dataset of Catalyst prediction with 721,799 reactions and 888 catalyst types from USPTO. Predict which catalyst facilitates the given reaction. Reactant: C([Li])CCC.[CH3:6][Si:7]([C:10]#[CH:11])([CH3:9])[CH3:8].CN1CCCN(C)C1=O.I[CH2:22][CH2:23][CH2:24][CH2:25][C:26]1[CH:31]=[CH:30][C:29]([O:32][CH3:33])=[CH:28][CH:27]=1.[Cl-].[NH4+]. Product: [CH3:33][O:32][C:29]1[CH:30]=[CH:31][C:26]([CH2:25][CH2:24][CH2:23][CH2:22][C:11]#[C:10][Si:7]([CH3:9])([CH3:8])[CH3:6])=[CH:27][CH:28]=1. The catalyst class is: 323.